From a dataset of Forward reaction prediction with 1.9M reactions from USPTO patents (1976-2016). Predict the product of the given reaction. (1) Given the reactants [CH3:1][C:2]([CH3:29])([CH3:28])[C:3]#[C:4][C:5]1[S:9][CH:8]=[C:7]([N:10]([C@H:21]2[CH2:26][CH2:25][C@H:24]([OH:27])[CH2:23][CH2:22]2)[C:11]([C@@H:13]2[C@@H:18]([CH3:19])[CH2:17][C:16]([CH3:20])=[CH:15][CH2:14]2)=[O:12])[CH:6]=1.C(NC(C)C)(C)C.[Li].[C:38]([O:41]CC)(=[O:40])C.ClCCl, predict the reaction product. The product is: [CH3:29][C:2]([CH3:28])([CH3:1])[C:3]#[C:4][C:5]1[S:9][C:8]([C:38]([OH:41])=[O:40])=[C:7]([N:10]([C:11]([C@@H:13]2[C@@H:18]([CH3:19])[CH2:17][C:16]([CH3:20])=[CH:15][CH2:14]2)=[O:12])[CH:21]2[CH2:26][CH2:25][CH:24]([OH:27])[CH2:23][CH2:22]2)[CH:6]=1. (2) Given the reactants [CH:1]1([C:4]2[N:5]=[CH:6][C:7]([O:10][C@H:11]3[CH2:22][N:14]4[CH2:15][CH2:16][N:17]([C:19](Cl)=[O:20])[CH2:18][C@@H:13]4[CH2:12]3)=[N:8][CH:9]=2)[CH2:3][CH2:2]1.[F:23][C:24]([F:34])([F:33])[O:25][C:26]1[CH:27]=[C:28]([OH:32])[CH:29]=[CH:30][CH:31]=1.C(=O)([O-])[O-].[K+].[K+], predict the reaction product. The product is: [CH:1]1([C:4]2[N:5]=[CH:6][C:7]([O:10][C@H:11]3[CH2:22][N:14]4[CH2:15][CH2:16][N:17]([C:19]([O:32][C:28]5[CH:29]=[CH:30][CH:31]=[C:26]([O:25][C:24]([F:23])([F:33])[F:34])[CH:27]=5)=[O:20])[CH2:18][C@@H:13]4[CH2:12]3)=[N:8][CH:9]=2)[CH2:3][CH2:2]1. (3) Given the reactants Br[CH2:2][C:3]1[C:8]([CH2:9][CH3:10])=[CH:7][CH:6]=[CH:5][C:4]=1[N:11]1[C:15](=[O:16])[N:14]([CH3:17])[N:13]=[N:12]1.[CH3:18][O:19][C:20]1[CH:25]=[CH:24][C:23]([N:26]2[CH:30]=[CH:29][C:28]([OH:31])=[N:27]2)=[CH:22][CH:21]=1.C(=O)([O-])[O-].[K+].[K+].C(#N)C, predict the reaction product. The product is: [CH3:18][O:19][C:20]1[CH:21]=[CH:22][C:23]([N:26]2[CH:30]=[CH:29][C:28]([O:31][CH2:2][C:3]3[C:8]([CH2:9][CH3:10])=[CH:7][CH:6]=[CH:5][C:4]=3[N:11]3[C:15](=[O:16])[N:14]([CH3:17])[N:13]=[N:12]3)=[N:27]2)=[CH:24][CH:25]=1. (4) Given the reactants [CH3:1][C:2]([O:5][C:6](=[O:17])[NH:7][CH2:8][CH2:9][C@H:10]([C:12]1[CH:16]=[CH:15][O:14][CH:13]=1)[OH:11])([CH3:4])[CH3:3].[Cl:18][C:19]1[C:26]([F:27])=[CH:25][C:22]([C:23]#[N:24])=[C:21](F)[CH:20]=1.[H-].[Na+], predict the reaction product. The product is: [CH3:4][C:2]([O:5][C:6](=[O:17])[NH:7][CH2:8][CH2:9][C@@H:10]([O:11][C:21]1[CH:20]=[C:19]([Cl:18])[C:26]([F:27])=[CH:25][C:22]=1[C:23]#[N:24])[C:12]1[CH:16]=[CH:15][O:14][CH:13]=1)([CH3:1])[CH3:3]. (5) The product is: [ClH:19].[CH2:1]([C:3]1[C:8](=[O:9])[NH:7][C:6]([CH3:10])=[C:5]([C:11]2[S:15][C:14]([S:16]([N:29]3[CH2:30][CH2:31][N:26]([C:21]4[CH:22]=[CH:23][CH:24]=[CH:25][N:20]=4)[CH2:27][CH2:28]3)(=[O:18])=[O:17])=[CH:13][CH:12]=2)[CH:4]=1)[CH3:2]. Given the reactants [CH2:1]([C:3]1[C:8](=[O:9])[NH:7][C:6]([CH3:10])=[C:5]([C:11]2[S:15][C:14]([S:16]([Cl:19])(=[O:18])=[O:17])=[CH:13][CH:12]=2)[CH:4]=1)[CH3:2].[N:20]1[CH:25]=[CH:24][CH:23]=[CH:22][C:21]=1[N:26]1[CH2:31][CH2:30][NH:29][CH2:28][CH2:27]1, predict the reaction product.